This data is from Reaction yield outcomes from USPTO patents with 853,638 reactions. The task is: Predict the reaction yield, written as a fraction of the theoretical maximum amount of product (1.0 means a 100% yield; for example, 0.34 means a 34% yield). The reactants are C([O:3][C:4](=O)[C:5]([OH:24])([C:20]([F:23])([F:22])[F:21])[CH2:6][C:7]([C:10]1[C:18]2[O:17][CH2:16][CH2:15][C:14]=2[CH:13]=[C:12](Br)[CH:11]=1)([CH3:9])[CH3:8])C.[H-].[Al+3].[Li+].[H-].[H-].[H-]. No catalyst specified. The product is [CH2:15]([C:14]1[C:18]([OH:17])=[C:10]([C:7]([CH3:9])([CH3:8])[CH2:6][C:5]([C:20]([F:22])([F:23])[F:21])([OH:24])[CH2:4][OH:3])[CH:11]=[CH:12][CH:13]=1)[CH3:16]. The yield is 0.0790.